This data is from Peptide-MHC class II binding affinity with 134,281 pairs from IEDB. The task is: Regression. Given a peptide amino acid sequence and an MHC pseudo amino acid sequence, predict their binding affinity value. This is MHC class II binding data. The peptide sequence is NFKADRVIDPRRCLK. The MHC is DRB1_0701 with pseudo-sequence DRB1_0701. The binding affinity (normalized) is 0.170.